Dataset: Catalyst prediction with 721,799 reactions and 888 catalyst types from USPTO. Task: Predict which catalyst facilitates the given reaction. (1) Reactant: Cl[C:2]1[C:7]([C:8]([O:10]C)=O)=[CH:6][C:5](I)=[CH:4][N:3]=1.[F:13][C:14]1[CH:27]=[C:26]([F:28])[CH:25]=[CH:24][C:15]=1[O:16][C:17]1[CH:22]=[CH:21][C:20]([OH:23])=[CH:19][CH:18]=1.[NH2:29][CH:30]1[CH2:35]C[CH2:33][N:32]([C:36](OC(C)(C)C)=O)[CH2:31]1.[NH3:43].[N:44]#CBr. Product: [C:36]([N:32]1[CH2:33][CH2:35][CH:30]([NH:29][C:5]2[CH:6]=[C:7]([C:8]([NH2:44])=[O:10])[C:2]([O:23][C:20]3[CH:19]=[CH:18][C:17]([O:16][C:15]4[CH:24]=[CH:25][C:26]([F:28])=[CH:27][C:14]=4[F:13])=[CH:22][CH:21]=3)=[N:3][CH:4]=2)[CH2:31]1)#[N:43]. The catalyst class is: 240. (2) Reactant: [NH:1]1CCC[C@H:2]1C(O)=O.[CH3:9][C:10]1([CH3:18])[O:15][C:14](=[O:16])[CH2:13][C:12](=[O:17])[O:11]1.[CH3:19][C:20]1[NH:21][C:22]([CH3:36])=[C:23]([C:31](OCC)=O)[CH2:24][C:25]=1C(OCC)=O.[CH:37](O)(C)C. Product: [N:21]1([C:20]2[CH:19]=[CH:31][C:23]([CH2:37][CH:13]3[C:14](=[O:16])[O:15][C:10]([CH3:18])([CH3:9])[O:11][C:12]3=[O:17])=[CH:24][CH:25]=2)[CH:22]=[CH:36][CH:2]=[N:1]1. The catalyst class is: 8. (3) Reactant: [F:1][C:2]1[CH:7]=[CH:6][C:5]([CH2:8][N:9]2[C:17]3[C:12](=[CH:13][CH:14]=[CH:15][CH:16]=3)[C:11]([O:18][CH2:19][C:20]3[CH:25]=[CH:24][CH:23]=[CH:22][CH:21]=3)=[C:10]2C(O)=O)=[CH:4][CH:3]=1.CC[N:31]([CH:35]([CH3:37])C)[CH:32]([CH3:34])C.CS(Cl)(=O)=[O:40].NCC1C=[CH:49][N:48]=[CH:47][CH:46]=1. Product: [F:1][C:2]1[CH:7]=[CH:6][C:5]([CH2:8][N:9]2[C:17]3[C:12](=[CH:13][CH:14]=[CH:15][CH:16]=3)[C:11]([O:18][CH2:19][C:20]3[CH:25]=[CH:24][CH:23]=[CH:22][CH:21]=3)=[C:10]2[N:48]([CH2:47][C:46]2[CH:34]=[CH:32][N:31]=[CH:35][CH:37]=2)[CH:49]=[O:40])=[CH:4][CH:3]=1. The catalyst class is: 1. (4) Reactant: [Cl:1][C:2]1[CH:7]=[CH:6][CH:5]=[C:4]([Cl:8])[C:3]=1[C:9]([NH:11][C:12](=[O:18])[O:13][C:14]([CH3:17])([CH3:16])[CH3:15])=[O:10].[H-].[Na+].CC1C=CC(S(O[CH2:32][C:33]2([C:36]([F:39])([F:38])[F:37])[CH2:35][O:34]2)(=O)=O)=CC=1.CC(O)C. Product: [Cl:1][C:2]1[CH:7]=[CH:6][CH:5]=[C:4]([Cl:8])[C:3]=1[C:9]([N:11]([CH2:32][C:33]1([C:36]([F:39])([F:38])[F:37])[CH2:35][O:34]1)[C:12](=[O:18])[O:13][C:14]([CH3:15])([CH3:17])[CH3:16])=[O:10]. The catalyst class is: 57. (5) Reactant: [Cl:1][C:2]1[CH:33]=[CH:32][C:5]([CH2:6][N:7]2[C:12](=[N:13][C:14]3[CH:19]=[CH:18][C:17]([O:20][CH:21]([CH3:23])[CH3:22])=[C:16]([F:24])[CH:15]=3)[NH:11][C:10](=[O:25])[N:9]([CH2:26][CH2:27][C:28](=O)[NH2:29])[C:8]2=[O:31])=[CH:4][CH:3]=1.COC(OC)[N:37]([CH3:39])C.C(O)(=O)C.O.[NH2:47]N. Product: [Cl:1][C:2]1[CH:3]=[CH:4][C:5]([CH2:6][N:7]2[C:12](=[N:13][C:14]3[CH:19]=[CH:18][C:17]([O:20][CH:21]([CH3:23])[CH3:22])=[C:16]([F:24])[CH:15]=3)[NH:11][C:10](=[O:25])[N:9]([CH2:26][CH2:27][C:28]3[NH:29][N:37]=[CH:39][N:47]=3)[C:8]2=[O:31])=[CH:32][CH:33]=1. The catalyst class is: 6. (6) Reactant: O=C1[N:6]([C:7]([O:9][C:10]([CH3:13])([CH3:12])[CH3:11])=[O:8])[CH:5]([CH2:14][C:15]2[CH:20]=[CH:19][C:18]([C:21]([F:24])([F:23])[F:22])=[CH:17][CH:16]=2)[CH:4]([C:25]2[CH:30]=[CH:29][N:28]=[CH:27][CH:26]=2)[O:3]1.[OH-].[Na+].O. Product: [OH:3][CH:4]([C:25]1[CH:26]=[CH:27][N:28]=[CH:29][CH:30]=1)[CH:5]([NH:6][C:7](=[O:8])[O:9][C:10]([CH3:12])([CH3:13])[CH3:11])[CH2:14][C:15]1[CH:20]=[CH:19][C:18]([C:21]([F:24])([F:23])[F:22])=[CH:17][CH:16]=1. The catalyst class is: 5. (7) Reactant: [CH2:1]([N:8]([CH:16]1[CH2:22][CH2:21][CH2:20][C:19]2[CH:23]=[CH:24][C:25](OC(F)(F)F)=[CH:26][C:18]=2[CH2:17]1)[C:9]([O:11][C:12]([CH3:15])([CH3:14])[CH3:13])=[O:10])[C:2]1[CH:7]=[CH:6]C=[CH:4][CH:3]=1.[C:32]1(B(O)O)[CH:37]=[CH:36][CH:35]=[CH:34][CH:33]=1.[C:41](=O)([O-])[O-].[Na+].[Na+]. Product: [CH2:1]([N:8]([C:9]([O:11][C:12]([CH3:13])([CH3:14])[CH3:15])=[O:10])[CH:16]1[CH2:22][CH2:21][CH2:20][C:19]2[CH:23]=[CH:24][C:25]([C:32]3[CH:37]=[CH:36][CH:35]=[CH:34][CH:33]=3)=[CH:26][C:18]=2[CH2:17]1)[C:2]1[CH:3]=[CH:4][CH:41]=[CH:6][CH:7]=1. The catalyst class is: 398. (8) Reactant: [C:1](N1C=CN=C1)(=[O:3])[CH3:2].[F:9][C:10]([F:32])([F:31])[O:11][C:12]1[CH:17]=[CH:16][C:15]([N:18]2[C:22]3[CH:23]=[C:24]([C:27]([NH:29][NH2:30])=[O:28])[CH:25]=[CH:26][C:21]=3[N:20]=[CH:19]2)=[CH:14][CH:13]=1. Product: [C:1]([NH:30][NH:29][C:27]([C:24]1[CH:25]=[CH:26][C:21]2[N:20]=[CH:19][N:18]([C:15]3[CH:14]=[CH:13][C:12]([O:11][C:10]([F:9])([F:31])[F:32])=[CH:17][CH:16]=3)[C:22]=2[CH:23]=1)=[O:28])(=[O:3])[CH3:2]. The catalyst class is: 7. (9) Reactant: [C:1]([NH:8][CH:9]1[CH2:14][CH2:13][NH:12][CH2:11][CH2:10]1)([O:3][C:4]([CH3:7])([CH3:6])[CH3:5])=[O:2].[OH:15][CH:16]([CH3:19])[CH2:17]Br. Product: [C:4]([O:3][C:1](=[O:2])[NH:8][CH:9]1[CH2:14][CH2:13][N:12]([CH2:17][CH:16]([OH:15])[CH3:19])[CH2:11][CH2:10]1)([CH3:7])([CH3:6])[CH3:5]. The catalyst class is: 751. (10) Reactant: [CH2:1]([O:3][C:4]([C:6]1[CH:7]=N[CH:9]=[C:10](B2OC(C)(C)C(C)(C)O2)[CH:11]=1)=[O:5])[CH3:2].Br[C:22]1[CH:23]=[N:24][C:25]([N:28]2[CH2:33][CH2:32][CH:31]([OH:34])[CH2:30][CH2:29]2)=[N:26][CH:27]=1.[CH:35]1(P(C2CCCCC2)C2CCCCC2)CCCCC1.P([O-])([O-])([O-])=O.[K+].[K+].[K+]. Product: [OH:34][CH:31]1[CH2:32][CH2:33][N:28]([C:25]2[N:24]=[CH:23][C:22]([C:35]3[CH:7]=[C:6]([CH:11]=[CH:10][CH:9]=3)[C:4]([O:3][CH2:1][CH3:2])=[O:5])=[CH:27][N:26]=2)[CH2:29][CH2:30]1. The catalyst class is: 333.